This data is from CYP3A4 inhibition data for predicting drug metabolism from PubChem BioAssay. The task is: Regression/Classification. Given a drug SMILES string, predict its absorption, distribution, metabolism, or excretion properties. Task type varies by dataset: regression for continuous measurements (e.g., permeability, clearance, half-life) or binary classification for categorical outcomes (e.g., BBB penetration, CYP inhibition). Dataset: cyp3a4_veith. (1) The molecule is CCc1cc(C(c2ccc(F)cc2)N2CCOCC2)c(NC(=O)c2ccccc2)s1. The result is 1 (inhibitor). (2) The molecule is N#Cc1cccc(-c2cncnc2NCc2cccs2)c1. The result is 1 (inhibitor). (3) The molecule is O=C(CN1CCN(CC(=O)Nc2ccccc2Cl)CC1)Nc1ccc2c(c1)OCCO2. The result is 1 (inhibitor).